Task: Predict the reaction yield, written as a fraction of the theoretical maximum amount of product (1.0 means a 100% yield; for example, 0.34 means a 34% yield).. Dataset: Reaction yield outcomes from USPTO patents with 853,638 reactions (1) The reactants are [CH3:1][N:2]([CH3:44])[CH2:3][CH2:4][CH2:5][C:6]([N:8]1[CH2:13][CH2:12][CH2:11][C@@H:10]([NH:14][C:15]2[C:23]3[C:18](=[N:19][CH:20]=[CH:21][C:22]=3[O:24][C:25]3[CH:43]=[CH:42][C:28]([C:29]([NH:31][C:32]4[CH:37]=[C:36]([C:38]([F:41])([F:40])[F:39])[CH:35]=[CH:34][N:33]=4)=[O:30])=[CH:27][CH:26]=3)[NH:17][N:16]=2)[CH2:9]1)=[O:7].[ClH:45]. The catalyst is CO. The product is [ClH:45].[CH3:44][N:2]([CH3:1])[CH2:3][CH2:4][CH2:5][C:6]([N:8]1[CH2:13][CH2:12][CH2:11][C@@H:10]([NH:14][C:15]2[C:23]3[C:18](=[N:19][CH:20]=[CH:21][C:22]=3[O:24][C:25]3[CH:26]=[CH:27][C:28]([C:29]([NH:31][C:32]4[CH:37]=[C:36]([C:38]([F:41])([F:40])[F:39])[CH:35]=[CH:34][N:33]=4)=[O:30])=[CH:42][CH:43]=3)[NH:17][N:16]=2)[CH2:9]1)=[O:7]. The yield is 0.860. (2) The reactants are [F:1][C:2]([F:15])([F:14])[S:3]([O:6]S(C(F)(F)F)(=O)=O)(=[O:5])=[O:4].[CH2:16]([C:18]([C:22]1[CH:27]=[CH:26][C:25](O)=[C:24]([O:29][CH3:30])[CH:23]=1)([OH:21])[CH2:19][CH3:20])[CH3:17]. The catalyst is N1C=CC=CC=1. The product is [CH2:16]([C:18]([C:22]1[CH:27]=[CH:26][C:25]([O:6][S:3]([C:2]([F:15])([F:14])[F:1])(=[O:5])=[O:4])=[C:24]([O:29][CH3:30])[CH:23]=1)([OH:21])[CH2:19][CH3:20])[CH3:17]. The yield is 0.930. (3) The reactants are [NH2:1][C:2]1[CH:7]=[CH:6][C:5]([C:8]2[S:12][C:11]([CH:13]3[CH2:18][CH2:17][CH:16]([C:19]([O:21][CH3:22])=[O:20])[CH2:15][CH2:14]3)=[N:10][CH:9]=2)=[CH:4][CH:3]=1.[C:23]1([C:29]2[O:33][C:32]([C:34](Cl)=[O:35])=[N:31][CH:30]=2)[CH:28]=[CH:27][CH:26]=[CH:25][CH:24]=1. No catalyst specified. The product is [C:23]1([C:29]2[O:33][C:32]([C:34]([NH:1][C:2]3[CH:3]=[CH:4][C:5]([C:8]4[S:12][C:11]([CH:13]5[CH2:14][CH2:15][CH:16]([C:19]([O:21][CH3:22])=[O:20])[CH2:17][CH2:18]5)=[N:10][CH:9]=4)=[CH:6][CH:7]=3)=[O:35])=[N:31][CH:30]=2)[CH:24]=[CH:25][CH:26]=[CH:27][CH:28]=1. The yield is 0.310. (4) The reactants are C(OC(=O)[NH:7][C@@H:8]([CH2:26][CH:27]([CH3:29])[CH3:28])[CH2:9][O:10][C:11]1C=C[C:14]2[C:24]3[C:19](=[C:20]([CH3:25])[N:21]=[CH:22][CH:23]=3)[CH2:18][O:17][C:15]=2[CH:16]=1)(C)(C)C.[C:31](O)([C:33](F)(F)F)=[O:32].C([O-])(O)=O.[Na+]. The catalyst is C(Cl)Cl. The product is [NH2:7][C@@H:8]([CH2:26][CH:27]([CH3:29])[CH3:28])[CH2:9][O:10][C:11]1[CH:16]=[CH:15][C:14]2[C:24]3[C:19](=[C:20]([CH3:25])[N:21]=[CH:22][CH:23]=3)[C:18](=[O:17])[O:32][C:31]=2[CH:33]=1. The yield is 0.100. (5) The reactants are [Cl:1][C:2]1[S:30][C:5]2[O:6][C:7]3[CH:28]=[C:27]([CH3:29])[CH:26]=[CH:25][C:8]=3[N:9]=[C:10]([N:11]3[CH2:16][CH2:15][N:14]([CH2:17][C:18]([CH3:24])([CH3:23])[C:19]([O:21]C)=[O:20])[CH2:13][CH2:12]3)[C:4]=2[CH:3]=1.C(O)(C)C.[OH-].[Na+].Cl. The catalyst is O. The product is [Cl:1][C:2]1[S:30][C:5]2[O:6][C:7]3[CH:28]=[C:27]([CH3:29])[CH:26]=[CH:25][C:8]=3[N:9]=[C:10]([N:11]3[CH2:12][CH2:13][N:14]([CH2:17][C:18]([CH3:24])([CH3:23])[C:19]([OH:21])=[O:20])[CH2:15][CH2:16]3)[C:4]=2[CH:3]=1. The yield is 0.950. (6) The reactants are C(OC1C(OC(=O)C)C(OC(=O)C)C(COC(=O)C)OC1[C:24]1[C:32]2[C:28](=[N:29][C:30](=[O:33])[N:31]=2)[CH:27]=[CH:26][C:25]=1[C:34]([O-])=O)(=O)C.[OH-:37].[Na+]. The catalyst is C(O)C. The product is [OH:37][C:26]1[C:25]([CH3:34])=[CH:24][C:32]2=[N:31][C:30](=[O:33])[N:29]=[C:28]2[CH:27]=1. The yield is 0.920. (7) The reactants are [CH3:1][O:2][C:3]1[CH:20]=[CH:19][C:6]2[N:7]=[C:8]([C:10]3[CH:15]=[CH:14][C:13]([N+:16]([O-])=O)=[CH:12][CH:11]=3)[S:9][C:5]=2[CH:4]=1.O.O.[Sn](Cl)Cl. The catalyst is C(O)C. The product is [CH3:1][O:2][C:3]1[CH:20]=[CH:19][C:6]2[N:7]=[C:8]([C:10]3[CH:11]=[CH:12][C:13]([NH2:16])=[CH:14][CH:15]=3)[S:9][C:5]=2[CH:4]=1. The yield is 0.970. (8) The reactants are Br[C:2]1[CH:3]=[C:4]([CH2:8][C@@H:9]([OH:17])[CH2:10][C:11]2[CH:16]=[CH:15][CH:14]=[CH:13][CH:12]=2)[CH:5]=[CH:6][CH:7]=1.[C:18]([O:22][C:23]([N:25]1[CH2:28][CH2:27][C@H:26]1[CH2:29][O:30][C:31]1[CH:32]=[N:33][CH:34]=[C:35]([Sn](C)(C)C)[CH:36]=1)=[O:24])([CH3:21])([CH3:20])[CH3:19].C(Cl)(Cl)Cl.[F-].[Cs+]. The catalyst is CN1CCCC1=O.C1C=CC(/C=C/C(/C=C/C2C=CC=CC=2)=O)=CC=1.C1C=CC(/C=C/C(/C=C/C2C=CC=CC=2)=O)=CC=1.C1C=CC(/C=C/C(/C=C/C2C=CC=CC=2)=O)=CC=1.[Pd].[Pd].P(C(C)(C)C)(C(C)(C)C)C(C)(C)C. The product is [C:18]([O:22][C:23]([N:25]1[CH2:28][CH2:27][C@H:26]1[CH2:29][O:30][C:31]1[CH:36]=[C:35]([C:2]2[CH:3]=[C:4]([CH2:8][C@@H:9]([OH:17])[CH2:10][C:11]3[CH:16]=[CH:15][CH:14]=[CH:13][CH:12]=3)[CH:5]=[CH:6][CH:7]=2)[CH:34]=[N:33][CH:32]=1)=[O:24])([CH3:21])([CH3:19])[CH3:20]. The yield is 0.660. (9) The reactants are [OH-].[K+].[CH:3]1[C:15]2[NH:14][C:13]3[C:8](=[CH:9][CH:10]=[CH:11][CH:12]=3)[C:7]=2[CH:6]=[CH:5][CH:4]=1.[CH2:16]([CH:18]1[O:20][CH2:19]1)Br. The catalyst is CN(C)C=O. The product is [O:20]1[CH2:19][CH:18]1[CH2:16][N:14]1[C:13]2[CH:12]=[CH:11][CH:10]=[CH:9][C:8]=2[C:7]2[C:15]1=[CH:3][CH:4]=[CH:5][CH:6]=2. The yield is 0.580.